Dataset: Forward reaction prediction with 1.9M reactions from USPTO patents (1976-2016). Task: Predict the product of the given reaction. (1) Given the reactants Br[C:2]1[CH:3]=[CH:4][C:5](/[CH:8]=[CH:9]/[C@@H:10]2[C@H:18]3[C@:14]([N:21]4[CH2:24][CH:23]([C:25]([NH2:27])=[O:26])[CH2:22]4)([C:15](=[O:20])[O:16][C@@H:17]3[CH3:19])[CH2:13][C:12]([F:29])([F:28])[C@H:11]2[CH3:30])=[N:6][CH:7]=1.CC1(C)COB([C:38]2[CH:45]=[CH:44][CH:43]=[CH:42][C:39]=2[C:40]#[N:41])OC1.C([O-])([O-])=O.[K+].[K+].O, predict the reaction product. The product is: [C:40]([C:39]1[CH:42]=[CH:43][CH:44]=[CH:45][C:38]=1[C:2]1[CH:3]=[CH:4][C:5](/[CH:8]=[CH:9]/[C@@H:10]2[C@H:18]3[C@:14]([N:21]4[CH2:22][CH:23]([C:25]([NH2:27])=[O:26])[CH2:24]4)([C:15](=[O:20])[O:16][C@@H:17]3[CH3:19])[CH2:13][C:12]([F:28])([F:29])[C@H:11]2[CH3:30])=[N:6][CH:7]=1)#[N:41]. (2) The product is: [CH3:1][O:2][C:3]1[CH:8]=[CH:7][C:6]([O:9][CH:11]([C:34]2[CH:35]=[CH:36][CH:37]=[CH:38][CH:39]=2)[CH2:12][CH2:13][CH2:14][CH2:15][N:16]2[CH2:21][CH2:20][CH:19]([C:22]3[CH:23]=[C:24]([NH:28][C:29](=[O:33])[CH:30]([CH3:32])[CH3:31])[CH:25]=[CH:26][CH:27]=3)[CH2:18][CH2:17]2)=[CH:5][CH:4]=1. Given the reactants [CH3:1][O:2][C:3]1[CH:8]=[CH:7][C:6]([OH:9])=[CH:5][CH:4]=1.O[CH:11]([C:34]1[CH:39]=[CH:38][CH:37]=[CH:36][CH:35]=1)[CH2:12][CH2:13][CH2:14][CH2:15][N:16]1[CH2:21][CH2:20][CH:19]([C:22]2[CH:23]=[C:24]([NH:28][C:29](=[O:33])[CH:30]([CH3:32])[CH3:31])[CH:25]=[CH:26][CH:27]=2)[CH2:18][CH2:17]1, predict the reaction product.